Predict the reactants needed to synthesize the given product. From a dataset of Full USPTO retrosynthesis dataset with 1.9M reactions from patents (1976-2016). (1) Given the product [NH2:39][C@@H:8]([CH2:1][C:2]1[CH:3]=[CH:4][CH:5]=[CH:6][CH:7]=1)[C@@H:9]([OH:38])[CH2:10][C@H:11]([NH:25][C:26]([C@@H:27]([NH:32][C:33](=[O:34])[O:35][CH3:36])[C:28]([CH3:31])([CH3:30])[CH3:29])=[O:37])[CH2:12][C:13]1[CH:18]=[CH:17][C:16]([C:19]2[CH:24]=[CH:23][CH:22]=[CH:21][N:20]=2)=[CH:15][CH:14]=1, predict the reactants needed to synthesize it. The reactants are: [CH2:1]([C@H:8]([NH:39]C(=O)OC(C)(C)C)[C@@H:9]([OH:38])[CH2:10][C@H:11]([NH:25][C:26](=[O:37])[C@@H:27]([NH:32][C:33]([O:35][CH3:36])=[O:34])[C:28]([CH3:31])([CH3:30])[CH3:29])[CH2:12][C:13]1[CH:18]=[CH:17][C:16]([C:19]2[CH:24]=[CH:23][CH:22]=[CH:21][N:20]=2)=[CH:15][CH:14]=1)[C:2]1[CH:7]=[CH:6][CH:5]=[CH:4][CH:3]=1.FC(F)(F)C(O)=O. (2) The reactants are: [C:1]([O:4][CH2:5][C:6](=[O:17])[CH2:7][C:8]1[O:13]C(C)(C)O[C:10](=[O:16])[CH:9]=1)(=[O:3])[CH3:2]. Given the product [C:1]([O:4][CH2:5][C:6]1[O:17][C:10](=[O:16])[CH:9]=[C:8]([OH:13])[CH:7]=1)(=[O:3])[CH3:2], predict the reactants needed to synthesize it.